The task is: Predict the reaction yield, written as a fraction of the theoretical maximum amount of product (1.0 means a 100% yield; for example, 0.34 means a 34% yield).. This data is from Reaction yield outcomes from USPTO patents with 853,638 reactions. (1) The reactants are CO[C:3](=[O:28])[C:4]1[CH:9]=[CH:8][C:7]([O:10][CH2:11][C:12]2[C:13]([C:21]3[CH:26]=[CH:25][C:24]([F:27])=[CH:23][CH:22]=3)=[N:14][O:15][C:16]=2[C:17]([F:20])([F:19])[F:18])=[N:6][CH:5]=1.[CH:29]([NH2:32])([CH3:31])[CH3:30]. No catalyst specified. The product is [F:27][C:24]1[CH:25]=[CH:26][C:21]([C:13]2[C:12]([CH2:11][O:10][C:7]3[CH:8]=[CH:9][C:4]([C:3]([NH:32][CH:29]([CH3:31])[CH3:30])=[O:28])=[CH:5][N:6]=3)=[C:16]([C:17]([F:18])([F:20])[F:19])[O:15][N:14]=2)=[CH:22][CH:23]=1. The yield is 0.970. (2) The reactants are [C:1]([O:5][C:6]([N:8]1[CH2:13][CH2:12][CH:11]([C:14]([O:16]CC=C)=[O:15])[CH2:10][CH2:9]1)=[O:7])([CH3:4])([CH3:3])[CH3:2].C[Si]([N-][Si](C)(C)C)(C)C.[Li+].O1C[CH2:33][CH2:32][CH2:31]1.Cl[Si](C)(C)C.CCOCC. The catalyst is O1CCCC1. The product is [C:1]([O:5][C:6]([N:8]1[CH2:9][CH2:10][C:11]([CH2:33][CH:32]=[CH2:31])([C:14]([OH:16])=[O:15])[CH2:12][CH2:13]1)=[O:7])([CH3:2])([CH3:3])[CH3:4]. The yield is 0.490. (3) The reactants are [C:1]([NH:5][S:6]([C:9]1[CH:10]=[C:11]([C:15]2[N:20]=[C:19]([C:21]([NH:23]O)=[NH:22])[CH:18]=[CH:17][CH:16]=2)[CH:12]=[CH:13][CH:14]=1)(=[O:8])=[O:7])([CH3:4])([CH3:3])[CH3:2].[C:25]([O:28]C(=O)C)(=[O:27])[CH3:26].[H][H]. The catalyst is C(O)(=O)C.[Pd]. The product is [C:25]([O-:28])(=[O:27])[CH3:26].[C:1]([NH:5][S:6]([C:9]1[CH:10]=[C:11]([C:15]2[N:20]=[C:19]([C:21]([NH2:23])=[NH2+:22])[CH:18]=[CH:17][CH:16]=2)[CH:12]=[CH:13][CH:14]=1)(=[O:8])=[O:7])([CH3:4])([CH3:2])[CH3:3]. The yield is 1.48.